From a dataset of Experimentally validated miRNA-target interactions with 360,000+ pairs, plus equal number of negative samples. Binary Classification. Given a miRNA mature sequence and a target amino acid sequence, predict their likelihood of interaction. (1) The miRNA is hsa-miR-3609 with sequence CAAAGUGAUGAGUAAUACUGGCUG. The protein sequence of the target gene is MEPPNLYPVKLYVYDLSKGLARRLSPIMLGKQLEGIWHTSIVVHKDEFFFGSGGISSCPPGGTLLGPPDSVVDVGSTEVTEEIFLEYLSSLGESLFRGEAYNLFEHNCNTFSNEVAQFLTGRKIPSYITDLPSEVLSTPFGQALRPLLDSIQIQPPGGSSVGRPNGQS. Result: 1 (interaction). (2) The miRNA is hsa-miR-5579-3p with sequence UUAGCUUAAGGAGUACCAGAUC. The protein sequence of the target gene is MSHGHSHGGGGCRCAAEREEPPEQRGLAYGLYLRIDLERLQCLNESREGSGRGVFKPWEERTDRSKFVESDADEELLFNIPFTGNVKLKGIIIMGEDDDSHPSEMRLYKNIPQMSFDDTEREPDQTFSLNRDLTGELEYATKISRFSNVYHLSIHISKNFGADTTKVFYIGLRGEWTELRRHEVTICNYEASANPADHRVHQVTPQTHFIS. Result: 0 (no interaction). (3) The miRNA is hsa-miR-5698 with sequence UGGGGGAGUGCAGUGAUUGUGG. The protein sequence of the target gene is MFPVLEPHQVGLIRSYNSKTMTCFQELVTFRDVAIDFSRQEWEYLDPNQRDLYRDVMLENYRNLVSLGGHSISKPVVVDLLERGKEPWMILREETQFTDLDLQCEIISYIEVPTYETDISSTQLQSIYKREKLYECKKCQKKFSSGYQLILHHRFHVIERPYECKECGKNFRSGYQLTLHQRFHTGEKPYECTECGKNFRSGYQLTVHQRFHTGEKTYECRQCGKAFIYASHIVQHERIHTGGKPYECQECGRAFSQGGHLRIHQRVHTGEKPYKCKECGKTFSRRSNLVEHGQFHTDEK.... Result: 1 (interaction). (4) The miRNA is hsa-miR-26b-5p with sequence UUCAAGUAAUUCAGGAUAGGU. The protein sequence of the target gene is MDIKGQFWNDDDSEGDNESEEFLYGVQGSCAADLYRHPQLDADIEAVKEIYSENSVSIREYGTIDDVDIDLHINISFLDEEVSTAWKVLRTEPIVLRLRFSLSQYLDGPEPSIEVFQPSNKEGFGLGLQLKKILGMFTSQQWKHLSNDFLKTQQEKRHSWFKASGTIKKFRAGLSIFSPIPKSPSFPIIQDSMLKGKLGVPELRVGRLMNRSISCTMKNPKVEVFGYPPSPQAGLLCPQHVGLPPPARTSPLVSGHCKNIPTLEYGFLVQIMKYAEQRIPTLNEYCVVCDEQHVFQNGSM.... Result: 1 (interaction). (5) Result: 0 (no interaction). The protein sequence of the target gene is MRHVQAEPSPSSEPEAGPSQPPVRQGALQGGLLMGYSPAGGATSPGVYQVSIFSPPAGTSEPHRALKRQAPSTEGPRELKRGPGLGAREGLPPEEPSTVGLLGPEGPGLGLGVASQHFSHRGLCVVEQRSSVTSSWTSGAWSPPCPPSNASCNTLHTRDWASPDPGGQGSLGESPGPAPPGQLHTLDTDLHSLAQIGGKSPVAGVGNGGSLWPRESPGTANGHSPEHTPPGPGPPGPCPTKRRLLPAGEAPDVSSEEEGPAPRRRRGSLGHPTAANSSDAKATPFWSHLLPGPKEPVLDP.... The miRNA is hsa-miR-4735-5p with sequence CCUAAUUUGAACACCUUCGGUA. (6) The miRNA is mmu-miR-3103-3p with sequence UAACCUCUGAUCCUUCCCACAG. The protein sequence of the target gene is MSGSSGTPYLGSKISLISKAQIRYEGILYTIDTDNSTVALAKVRSFGTEDRPTDRPAPPREEIYEYIIFRGSDIKDITVCEPPKAQHTLPQDPAIVQSSLGSASASPFQPHVPYSPFRGMAPYGPLAASSLLSQQYAASLGLGAGFPSIPVGKSPMVEQAVQTGSADNLNAKKLLPGKGTTGTQLNGRQAQPSSKTASDVVQPAAVQAQGQVNDENRRPQRRRSGNRRTRNRSRGQNRPTNVKENTIKFEGDFDFESANAQFNREELDKEFKKKLNFKDDKAEKGEEKDLAVVTQSAEAP.... Result: 0 (no interaction). (7) The miRNA is hsa-miR-3681-3p with sequence ACACAGUGCUUCAUCCACUACU. The protein sequence of the target gene is MANINLKEITLIVGVVTACYWNSLFCGFVFDDVSAILDNKDLHPSTPLKTLFQNDFWGTPMSEERSHKSYRPLTVLTFRLNYLLSELKPMSYHLLNMIFHAVVSVIFLKVCKLFLDNKSSVIASLLFAVHPIHTEAVTGVVGRAELLSSIFFLAAFLSYTRSKGPDNSIIWTPIALTVFLVAVATLCKEQGITVVGICCVYEVFIAQGYTLPLLCTTAGQFLRGKGSIPFSMLQTLVKLIVLMFSTLLLVVIRVQVIQSQLPVFTRFDNPAAVSPTPTRQLTFNYLLPVNAWLLLNPSEL.... Result: 1 (interaction). (8) The miRNA is hsa-miR-4999-5p with sequence UGCUGUAUUGUCAGGUAGUGA. The protein sequence of the target gene is MEMQDLTSPHSRLSGSSESPSGPKLGNSHINSNSMTPNGTEVKTEPMSSSETASTTADGSLNNFSGSAIGSSSFSPRPTHQFSPPQIYPSNRPYPHILPTPSSQTMAAYGQTQFTTGMQQATAYATYPQPGQPYGISSYGALWAGIKTEGGLSQSQSPGQTGFLSYGTSFSTPQPGQAPYSYQMQGSSFTTSSGIYTGNNSLTNSSGFNSSQQDYPSYPSFGQGQYAQYYNSSPYPAHYMTSSNTSPTTPSTNATYQLQEPPSGITSQAVTDPTAEYSTIHSPSTPIKDSDSDRLRRGSD.... Result: 0 (no interaction). (9) Result: 0 (no interaction). The protein sequence of the target gene is MLLPVFTLKLRHKISPRMVAIGRYDGTHPCLAAATQAGKVFIHNPHTRSQHFSASRVFQSPLESDVSLLNINQTVSCLGSGVLNPELGYDTLLVGTQTSLLAYDIYNNSDLFYREVSDGANAIVLGTLGDIAPPLAIIGGNCALQGFDHEGNDLFWTVTGDNVHSLALCDFDGDGKTELLVGSEDFDIRVFKEDEIVAEMTETEIVTSLCPMYGSRFGYALSNGTVGVYDKTARYWRIKSKNHAMSIHAFDINSDGVCELITGWSNGKVDARSDRTGEVIFKDNFSSAVAGVVEGDYRMD.... The miRNA is hsa-miR-6891-3p with sequence CCCUCAUCUUCCCCUCCUUUC.